Dataset: Forward reaction prediction with 1.9M reactions from USPTO patents (1976-2016). Task: Predict the product of the given reaction. Given the reactants O[CH2:2][C:3]1[N:7]([CH2:8][CH2:9][CH3:10])[CH:6]=[N:5][N:4]=1.S(Cl)([Cl:13])=O, predict the reaction product. The product is: [ClH:13].[Cl:13][CH2:2][C:3]1[N:7]([CH2:8][CH2:9][CH3:10])[CH:6]=[N:5][N:4]=1.